Dataset: Reaction yield outcomes from USPTO patents with 853,638 reactions. Task: Predict the reaction yield, written as a fraction of the theoretical maximum amount of product (1.0 means a 100% yield; for example, 0.34 means a 34% yield). (1) The reactants are [CH:1]([N:5]1[CH:13]=[N:12][C:11]2[C:6]1=[N:7][C:8](Cl)=[N:9][C:10]=2[C:14]1[CH:15]=[N:16][C:17]([NH2:20])=[N:18][CH:19]=1)([CH2:3][CH3:4])[CH3:2].[NH:22]1[CH2:27][CH2:26][O:25][CH2:24][CH2:23]1. The catalyst is CC(N(C)C)=O. The product is [CH:1]([N:5]1[CH:13]=[N:12][C:11]2[C:6]1=[N:7][C:8]([N:22]1[CH2:27][CH2:26][O:25][CH2:24][CH2:23]1)=[N:9][C:10]=2[C:14]1[CH:15]=[N:16][C:17]([NH2:20])=[N:18][CH:19]=1)([CH2:3][CH3:4])[CH3:2]. The yield is 0.700. (2) The reactants are [CH3:1][O:2][C:3]1[C:4]2[CH2:12][NH:11][CH2:10][CH2:9][C:5]=2[N:6]=[CH:7][N:8]=1.Br[C:14]1[CH:15]=[C:16]([Cl:22])[C:17]([O:20][CH3:21])=[N:18][CH:19]=1.CC(C)([O-])C.[Na+].CC(C1C=C(C(C)C)C(C2C=CC=CC=2P(C2CCCCC2)C2CCCCC2)=C(C(C)C)C=1)C. The catalyst is C(O[Pd]OC(=O)C)(=O)C.CCCCCCC.COC(C)(C)C.C1(C)C=CC=CC=1.C(O)(C)(C)C. The product is [Cl:22][C:16]1[CH:15]=[C:14]([N:11]2[CH2:10][CH2:9][C:5]3[N:6]=[CH:7][N:8]=[C:3]([O:2][CH3:1])[C:4]=3[CH2:12]2)[CH:19]=[N:18][C:17]=1[O:20][CH3:21]. The yield is 0.190.